Dataset: Forward reaction prediction with 1.9M reactions from USPTO patents (1976-2016). Task: Predict the product of the given reaction. (1) Given the reactants [CH:1]1C=C(Cl)C=C(C(OO)=O)C=1.[CH2:12]([O:14][C:15]([C:17]1[C:18](=[O:34])[C:19]2[CH:24]=[N:23][C:22](SC)=[N:21][C:20]=2[N:27]([CH:29]2[CH2:33][CH2:32][CH2:31][CH2:30]2)[CH:28]=1)=[O:16])[CH3:13].[O-:35][S:36]([O-:38])=O.[Na+].[Na+], predict the reaction product. The product is: [CH2:12]([O:14][C:15]([C:17]1[C:18](=[O:34])[C:19]2[CH:24]=[N:23][C:22]([S:36]([CH3:1])(=[O:38])=[O:35])=[N:21][C:20]=2[N:27]([CH:29]2[CH2:30][CH2:31][CH2:32][CH2:33]2)[CH:28]=1)=[O:16])[CH3:13]. (2) The product is: [NH2:1][C:2]1[C:7]([CH2:8][OH:9])=[C:6]([CH:10]([NH:18][C:19](=[O:25])[O:20][C:21]([CH3:23])([CH3:24])[CH3:22])[CH2:11][C:12]2[CH:13]=[CH:14][CH:15]=[CH:16][CH:17]=2)[CH:5]=[C:4]([C:26]2[CH:31]=[CH:30][CH:29]=[CH:28][C:27]=2[O:32][CH2:33][C:34]2[CH:39]=[CH:38][CH:37]=[CH:36][CH:35]=2)[N:3]=1. Given the reactants [NH2:1][C:2]1[C:7]([CH:8]=[O:9])=[C:6]([CH:10]([NH:18][C:19](=[O:25])[O:20][C:21]([CH3:24])([CH3:23])[CH3:22])[CH2:11][C:12]2[CH:17]=[CH:16][CH:15]=[CH:14][CH:13]=2)[CH:5]=[C:4]([C:26]2[CH:31]=[CH:30][CH:29]=[CH:28][C:27]=2[O:32][CH2:33][C:34]2[CH:39]=[CH:38][CH:37]=[CH:36][CH:35]=2)[N:3]=1.[BH4-].[Na+], predict the reaction product. (3) Given the reactants [Br:1][C:2]1[CH:7]=[CH:6][C:5]([NH:8][CH:9]2[CH2:14][CH2:13][N:12]([C:15]([O:17][C:18]([CH3:21])([CH3:20])[CH3:19])=[O:16])[CH2:11][CH2:10]2)=[C:4]([C:22]#[N:23])[CH:3]=1.C1COCC1, predict the reaction product. The product is: [NH2:23][CH2:22][C:4]1[CH:3]=[C:2]([Br:1])[CH:7]=[CH:6][C:5]=1[NH:8][CH:9]1[CH2:10][CH2:11][N:12]([C:15]([O:17][C:18]([CH3:21])([CH3:20])[CH3:19])=[O:16])[CH2:13][CH2:14]1. (4) Given the reactants [CH:1]1([C:7]2[CH:31]=[CH:30][CH:29]=[C:28]3[C:8]=2[CH:9]=[C:10]2[C:16]4[CH:17]=[C:18]([C:21]([O:23]C)=[O:22])[CH:19]=[CH:20][C:15]=4[N:14]4[CH2:25][CH:26]=[N:27][C:13]4=[CH:12][N:11]23)[CH2:6][CH2:5][CH2:4][CH2:3][CH2:2]1.[OH-].[Na+].Cl, predict the reaction product. The product is: [CH:1]1([C:7]2[CH:31]=[CH:30][CH:29]=[C:28]3[C:8]=2[CH:9]=[C:10]2[C:16]4[CH:17]=[C:18]([C:21]([OH:23])=[O:22])[CH:19]=[CH:20][C:15]=4[N:14]4[CH2:25][CH:26]=[N:27][C:13]4=[CH:12][N:11]23)[CH2:2][CH2:3][CH2:4][CH2:5][CH2:6]1. (5) Given the reactants C[O:2][C:3]1[C:4]([CH3:33])=[C:5]([C:24]([O:31]C)=[C:25]([O:29][CH3:30])[C:26]=1[O:27][CH3:28])[CH2:6][C:7]1[C:12]([C:13]([OH:15])=[O:14])=[C:11]([O:16][CH2:17][C:18]2[CH:23]=[CH:22][CH:21]=[CH:20][CH:19]=2)[CH:10]=[CH:9][CH:8]=1.O=[N+]([O-])[O-].[O-][N+](=O)[O-].[O-][N+](=O)[O-].[O-][N+](=O)[O-].[O-][N+](=O)[O-].[O-][N+](=O)[O-].[Ce+4].[NH4+].[NH4+], predict the reaction product. The product is: [CH3:28][O:27][C:26]1[C:3](=[O:2])[C:4]([CH3:33])=[C:5]([CH2:6][C:7]2[C:12]([C:13]([OH:15])=[O:14])=[C:11]([O:16][CH2:17][C:18]3[CH:23]=[CH:22][CH:21]=[CH:20][CH:19]=3)[CH:10]=[CH:9][CH:8]=2)[C:24](=[O:31])[C:25]=1[O:29][CH3:30].